From a dataset of Catalyst prediction with 721,799 reactions and 888 catalyst types from USPTO. Predict which catalyst facilitates the given reaction. Reactant: [C:1]([O:5][C:6](=[O:20])[CH2:7][NH:8][C:9]1[CH:14]=[CH:13][C:12]([C:15]#[N:16])=[CH:11][C:10]=1[N+:17]([O-])=O)([CH3:4])([CH3:3])[CH3:2]. Product: [C:1]([O:5][C:6](=[O:20])[CH2:7][NH:8][C:9]1[CH:14]=[CH:13][C:12]([C:15]#[N:16])=[CH:11][C:10]=1[NH2:17])([CH3:4])([CH3:2])[CH3:3]. The catalyst class is: 457.